Dataset: Forward reaction prediction with 1.9M reactions from USPTO patents (1976-2016). Task: Predict the product of the given reaction. Given the reactants [CH2:1]([O:3][C:4](=[O:34])[CH2:5][CH2:6][CH2:7][CH2:8][CH2:9][CH2:10][N:11]1[C:15]2=[N:16][C:17]([C:27]3[CH:32]=[CH:31][C:30]([CH3:33])=[CH:29][CH:28]=3)=[C:18]([C:20]3[CH:25]=[CH:24][C:23]([CH3:26])=[CH:22][CH:21]=3)[N:19]=[C:14]2[CH:13]=[CH:12]1)[CH3:2].N#N.O=P(Cl)(Cl)Cl.CN([CH:45]=[O:46])C, predict the reaction product. The product is: [CH:45]([C:13]1[C:14]2[C:15](=[N:16][C:17]([C:27]3[CH:28]=[CH:29][C:30]([CH3:33])=[CH:31][CH:32]=3)=[C:18]([C:20]3[CH:21]=[CH:22][C:23]([CH3:26])=[CH:24][CH:25]=3)[N:19]=2)[N:11]([CH2:10][CH2:9][CH2:8][CH2:7][CH2:6][CH2:5][C:4]([O:3][CH2:1][CH3:2])=[O:34])[CH:12]=1)=[O:46].